This data is from Forward reaction prediction with 1.9M reactions from USPTO patents (1976-2016). The task is: Predict the product of the given reaction. (1) Given the reactants C[CH:2](C)[C@@H:3]([N:8]1[CH2:16][C:15]2[C:10](=[CH:11][CH:12]=[C:13]([C:17]3[CH:22]=[CH:21][C:20]([NH:23][C:24]([NH:26][C:27]4[CH:32]=[CH:31][CH:30]=[C:29]([C:33]([F:36])([F:35])[F:34])[CH:28]=4)=[O:25])=[CH:19][CH:18]=3)[CH:14]=2)[C:9]1=[O:37])[C:4]([O:6][CH3:7])=[O:5].BrC1C=C2C(=CC=1)[C:45](=[O:49])N([C@@H](COC)C(OC)=O)C2.CC1(C)C(C)(C)OB(C2C=CC(NC(NC3C=CC=C(C(F)(F)F)C=3)=O)=CC=2)O1, predict the reaction product. The product is: [CH3:45][O:49][CH2:2][C@H:3]([N:8]1[CH2:16][C:15]2[C:10](=[CH:11][CH:12]=[C:13]([C:17]3[CH:22]=[CH:21][C:20]([NH:23][C:24]([NH:26][C:27]4[CH:32]=[CH:31][CH:30]=[C:29]([C:33]([F:34])([F:36])[F:35])[CH:28]=4)=[O:25])=[CH:19][CH:18]=3)[CH:14]=2)[C:9]1=[O:37])[C:4]([O:6][CH3:7])=[O:5]. (2) Given the reactants [CH3:1][C:2]1[CH:22]=[CH:21][C:5]([CH2:6][N:7]2[C:11](=O)[CH:10]([CH2:13][C:14](O)=[O:15])[N:9]([CH2:17][CH2:18][CH3:19])[C:8]2=[O:20])=[CH:4][CH:3]=1, predict the reaction product. The product is: [OH:15][CH2:14][CH2:13][CH:10]1[CH2:11][N:7]([CH2:6][C:5]2[CH:21]=[CH:22][C:2]([CH3:1])=[CH:3][CH:4]=2)[C:8](=[O:20])[N:9]1[CH2:17][CH2:18][CH3:19]. (3) Given the reactants C([O:3][C:4]([C:6]1[CH:7]2[N:23]([C:24]([O:26][C:27]([CH3:30])([CH3:29])[CH3:28])=[O:25])[CH:11]([CH2:12][C:13]=1[C:14]1[S:15][C:16]([CH2:20][CH2:21][OH:22])=[C:17]([CH3:19])[N:18]=1)[CH2:10][N:9]([C:31]([O:33][C:34]([CH3:37])([CH3:36])[CH3:35])=[O:32])[CH2:8]2)=[O:5])C.[OH-].[Na+].Cl.N1C=CN=C1.[CH3:46][C:47]([Si:50](Cl)([CH3:52])[CH3:51])([CH3:49])[CH3:48].[NH4+].[Cl-].C([O-])([O-])=O.[K+].[K+], predict the reaction product. The product is: [C:34]([O:33][C:31]([N:9]1[CH2:8][CH:7]2[N:23]([C:24]([O:26][C:27]([CH3:29])([CH3:30])[CH3:28])=[O:25])[CH:11]([CH2:12][C:13]([C:14]3[S:15][C:16]([CH2:20][CH2:21][O:22][Si:50]([C:47]([CH3:49])([CH3:48])[CH3:46])([CH3:52])[CH3:51])=[C:17]([CH3:19])[N:18]=3)=[C:6]2[C:4]([OH:3])=[O:5])[CH2:10]1)=[O:32])([CH3:35])([CH3:37])[CH3:36]. (4) Given the reactants Cl[C:2]1[CH:3]=[CH:4][C:5]2[N:6]([C:8]([C:11]([F:23])([F:22])[C:12]3[CH:13]=[C:14]4[C:19](=[CH:20][CH:21]=3)[N:18]=[CH:17][CH:16]=[CH:15]4)=[CH:9][N:10]=2)[N:7]=1.[CH3:24][N:25]1[CH:29]=[C:28](B2OC(C)(C)C(C)(C)O2)[CH:27]=[N:26]1.C([O-])([O-])=O.[Na+].[Na+].COCCOC, predict the reaction product. The product is: [F:22][C:11]([F:23])([C:8]1[N:6]2[N:7]=[C:2]([C:28]3[CH:27]=[N:26][N:25]([CH3:24])[CH:29]=3)[CH:3]=[CH:4][C:5]2=[N:10][CH:9]=1)[C:12]1[CH:13]=[C:14]2[C:19](=[CH:20][CH:21]=1)[N:18]=[CH:17][CH:16]=[CH:15]2. (5) Given the reactants [Cl:1][CH2:2][C:3](O)=O.[C:6]1([NH2:13])[C:7]([NH2:12])=[CH:8][CH:9]=[CH:10][CH:11]=1.N, predict the reaction product. The product is: [Cl:1][CH2:2][C:3]1[NH:12][C:7]2[CH:8]=[CH:9][CH:10]=[CH:11][C:6]=2[N:13]=1. (6) Given the reactants [F:1][C:2]1[CH:11]=[C:10]2[C:5]([N:6]=[C:7]([CH3:16])[C:8]3[N:9]2[CH:12]=[N:13][C:14]=3[CH3:15])=[CH:4][CH:3]=1.C1C(=O)N([Br:24])C(=O)C1, predict the reaction product. The product is: [Br:24][C:12]1[N:9]2[C:10]3[C:5]([N:6]=[C:7]([CH3:16])[C:8]2=[C:14]([CH3:15])[N:13]=1)=[CH:4][CH:3]=[C:2]([F:1])[CH:11]=3.